Dataset: Full USPTO retrosynthesis dataset with 1.9M reactions from patents (1976-2016). Task: Predict the reactants needed to synthesize the given product. (1) Given the product [CH3:5][C:6]([CH3:10])([CH3:9])[CH:7]([OH:8])[CH2:4][N+:1]([O-:3])=[O:2], predict the reactants needed to synthesize it. The reactants are: [N+:1]([CH3:4])([O-:3])=[O:2].[CH3:5][C:6]([CH3:10])([CH3:9])[CH:7]=[O:8].C(N(CC)CC)C. (2) Given the product [Si:26]([O:25][CH2:24][CH2:23][CH2:22][C:19]1[CH:20]=[N:21][C:16]([C:8]2[O:9][C:10]3=[CH:11][N:12]=[CH:13][CH:14]=[C:15]3[C:7]=2[NH:35][C:36]2[CH:44]=[CH:43][C:42]([Cl:45])=[C:41]3[C:37]=2[CH:38]=[N:39][N:40]3[C:46]([O:48][C:49]([CH3:52])([CH3:51])[CH3:50])=[O:47])=[N:17][CH:18]=1)([C:29]([CH3:30])([CH3:31])[CH3:32])([CH3:27])[CH3:28], predict the reactants needed to synthesize it. The reactants are: FC(F)(F)S(O[C:7]1[C:15]2[C:10](=[CH:11][N:12]=[CH:13][CH:14]=2)[O:9][C:8]=1[C:16]1[N:21]=[CH:20][C:19]([CH2:22][CH2:23][CH2:24][O:25][Si:26]([C:29]([CH3:32])([CH3:31])[CH3:30])([CH3:28])[CH3:27])=[CH:18][N:17]=1)(=O)=O.[NH2:35][C:36]1[CH:44]=[CH:43][C:42]([Cl:45])=[C:41]2[C:37]=1[CH:38]=[N:39][N:40]2[C:46]([O:48][C:49]([CH3:52])([CH3:51])[CH3:50])=[O:47].CC1(C)C2C(=C(P(C3C=CC=CC=3)C3C=CC=CC=3)C=CC=2)OC2C(P(C3C=CC=CC=3)C3C=CC=CC=3)=CC=CC1=2.[O-]P([O-])([O-])=O.[K+].[K+].[K+].